From a dataset of Human liver microsome stability data. Regression/Classification. Given a drug SMILES string, predict its absorption, distribution, metabolism, or excretion properties. Task type varies by dataset: regression for continuous measurements (e.g., permeability, clearance, half-life) or binary classification for categorical outcomes (e.g., BBB penetration, CYP inhibition). Dataset: hlm. (1) The molecule is COCC[C@H](CC1(C(=O)NC2(CO)Cc3ccccc3C2)CCCC1)C(=O)O. The result is 0 (unstable in human liver microsomes). (2) The compound is CC(C)[C@]1(C(=O)N2C[C@@H]3C[C@H]2CN3C(=O)C2CCCCC2)CC[C@@H](NC2CCOCC2F)C1. The result is 0 (unstable in human liver microsomes). (3) The compound is COc1cccc(F)c1OC1CN(Cc2cnn(-c3ccccc3)c2C)C1. The result is 0 (unstable in human liver microsomes). (4) The drug is CC1(n2cnc3cnc4[nH]ccc4c32)CCN(CCC#N)CC1. The result is 0 (unstable in human liver microsomes). (5) The drug is CC(Oc1cccc(Cl)c1)C(=O)Nc1cc(C(F)(F)F)ccc1-n1cncn1. The result is 0 (unstable in human liver microsomes). (6) The drug is O=C(Nc1ccc(F)c(-c2nc3cc(-c4ccccc4)cnc3[nH]2)c1)N1CC[C@@H](F)C1. The result is 0 (unstable in human liver microsomes).